Dataset: Forward reaction prediction with 1.9M reactions from USPTO patents (1976-2016). Task: Predict the product of the given reaction. (1) Given the reactants [CH:1]1([C:4]([N:6]2[CH2:10][CH2:9][C@@H:8]([CH2:11][N:12]3[C:16]4[CH:17]=[CH:18][C:19]([C:21]([F:24])([F:23])[F:22])=[CH:20][C:15]=4[N:14]=[C:13]3[C:25]3[CH:30]=[CH:29][C:28](B4OC(C)(C)C(C)(C)O4)=[CH:27][CH:26]=3)[CH2:7]2)=[O:5])[CH2:3][CH2:2]1.Br[C:41]1[CH:49]=[CH:48][C:44]2[NH:45][CH:46]=[N:47][C:43]=2[CH:42]=1.C(=O)([O-])[O-].[K+].[K+], predict the reaction product. The product is: [NH:45]1[C:44]2[CH:48]=[CH:49][C:41]([C:28]3[CH:27]=[CH:26][C:25]([C:13]4[N:12]([CH2:11][C@@H:8]5[CH2:9][CH2:10][N:6]([C:4]([CH:1]6[CH2:2][CH2:3]6)=[O:5])[CH2:7]5)[C:16]5[CH:17]=[CH:18][C:19]([C:21]([F:22])([F:24])[F:23])=[CH:20][C:15]=5[N:14]=4)=[CH:30][CH:29]=3)=[CH:42][C:43]=2[N:47]=[CH:46]1. (2) Given the reactants C[N:2]1CCN(CC2C=C(N)C=CC=2)CC1.C[NH:17][C:18]([C:20]1[C:24]2[C:25]([CH3:37])([CH3:36])[CH:26](CC)[C:27]3[CH:28]=[N:29][C:30](I)=[N:31][C:32]=3[C:23]=2[N:22]([CH3:38])[N:21]=1)=[O:19].C([O-])([O-])=O.[K+].[K+], predict the reaction product. The product is: [NH2:2][C:30]1[N:29]=[CH:28][C:27]2[CH2:26][C:25]([CH3:37])([CH3:36])[C:24]3[C:20]([C:18]([NH2:17])=[O:19])=[N:21][N:22]([CH3:38])[C:23]=3[C:32]=2[N:31]=1.